From a dataset of Full USPTO retrosynthesis dataset with 1.9M reactions from patents (1976-2016). Predict the reactants needed to synthesize the given product. (1) Given the product [ClH:40].[ClH:40].[Cl:40][C:30]1[C:29]2[C:34](=[CH:35][C:26]([S:23]([N:15]([CH2:16][C:17]3[CH:18]=[N:19][CH:20]=[CH:21][CH:22]=3)[CH2:14][C:13]([OH:41])=[O:12])(=[O:24])=[O:25])=[CH:27][CH:28]=2)[C:33]([NH:36][C:37]([NH2:39])=[NH:38])=[N:32][CH:31]=1, predict the reactants needed to synthesize it. The reactants are: C(C(O)=O)(F)(F)F.C([O:12][C:13](=[O:41])[CH2:14][N:15]([S:23]([C:26]1[CH:35]=[C:34]2[C:29]([C:30]([Cl:40])=[CH:31][N:32]=[C:33]2[NH:36][C:37]([NH2:39])=[NH:38])=[CH:28][CH:27]=1)(=[O:25])=[O:24])[CH2:16][C:17]1[CH:18]=[N:19][CH:20]=[CH:21][CH:22]=1)(C)(C)C. (2) Given the product [CH3:1][O:2][C:3]1[CH:40]=[CH:39][C:6]([O:7][CH:8]([CH2:14][C:15]2[CH:16]=[CH:17][C:18]([O:21][CH2:22][CH2:23][NH:24][C:25](=[O:38])[C:26]3[CH:31]=[CH:30][C:29]([C:32]4[CH:37]=[CH:36][CH:35]=[CH:34][N:33]=4)=[CH:28][CH:27]=3)=[CH:19][CH:20]=2)[C:9]([OH:11])=[O:10])=[CH:5][CH:4]=1, predict the reactants needed to synthesize it. The reactants are: [CH3:1][O:2][C:3]1[CH:40]=[CH:39][C:6]([O:7][CH:8]([CH2:14][C:15]2[CH:20]=[CH:19][C:18]([O:21][CH2:22][CH2:23][NH:24][C:25](=[O:38])[C:26]3[CH:31]=[CH:30][C:29]([C:32]4[CH:37]=[CH:36][CH:35]=[CH:34][N:33]=4)=[CH:28][CH:27]=3)=[CH:17][CH:16]=2)[C:9]([O:11]CC)=[O:10])=[CH:5][CH:4]=1.[OH-].[Na+]. (3) Given the product [CH3:26][O:25][C:23]([C:22]1[C:13]([C@@H:11]2[CH2:12][N:8]([C:48]([O:50][C:51]([CH3:52])([CH3:53])[CH3:54])=[O:49])[CH2:9][C@H:10]2[C:27]([O:29][CH3:30])=[O:28])=[CH:14][C:15]2[C:20]([CH:21]=1)=[CH:19][CH:18]=[CH:17][CH:16]=2)=[O:24], predict the reactants needed to synthesize it. The reactants are: C([N:8]1[CH2:12][C@@H:11]([C:13]2[C:22]([C:23]([O:25][CH3:26])=[O:24])=[CH:21][C:20]3[C:15](=[CH:16][CH:17]=[CH:18][CH:19]=3)[CH:14]=2)[C@H:10]([C:27]([O:29][CH3:30])=[O:28])[CH2:9]1)C1C=CC=CC=1.ClC(OC(Cl)C)=O.[OH-].[Na+].[C:51]([O:50][C:48](O[C:48]([O:50][C:51]([CH3:54])([CH3:53])[CH3:52])=[O:49])=[O:49])([CH3:54])([CH3:53])[CH3:52]. (4) The reactants are: [Cl:1][C:2]1[CH:3]=[C:4]([CH2:10][OH:11])[CH:5]=[N:6][C:7]=1[CH2:8][CH3:9]. Given the product [Cl:1][C:2]1[CH:3]=[C:4]([CH:10]=[O:11])[CH:5]=[N:6][C:7]=1[CH2:8][CH3:9], predict the reactants needed to synthesize it. (5) Given the product [CH3:1][O:2][C:3]1[CH:4]=[C:5]2[C:10](=[C:11]([CH3:14])[C:12]=1[CH3:13])[NH:9][CH2:8][C:7]1([CH2:15][CH2:16][CH2:17]1)[CH:6]2[OH:18], predict the reactants needed to synthesize it. The reactants are: [CH3:1][O:2][C:3]1[CH:4]=[C:5]2[C:10](=[C:11]([CH3:14])[C:12]=1[CH3:13])[NH:9][CH2:8][C:7]1([CH2:17][CH2:16][CH2:15]1)[C:6]2=[O:18].[BH4-].[Na+]. (6) Given the product [CH2:1]([O:8][C:9]1[CH:14]=[C:13](/[CH:36]=[CH:35]/[C:34]([NH:33][CH:30]([CH3:32])[CH3:31])=[O:37])[CH:12]=[CH:11][C:10]=1[N:16]1[CH2:17][C:18](=[O:29])[N:19]([CH2:23][CH2:24][Si:25]([CH3:28])([CH3:27])[CH3:26])[S:20]1(=[O:22])=[O:21])[C:2]1[CH:7]=[CH:6][CH:5]=[CH:4][CH:3]=1, predict the reactants needed to synthesize it. The reactants are: [CH2:1]([O:8][C:9]1[CH:14]=[C:13](I)[CH:12]=[CH:11][C:10]=1[N:16]1[S:20](=[O:22])(=[O:21])[N:19]([CH2:23][CH2:24][Si:25]([CH3:28])([CH3:27])[CH3:26])[C:18](=[O:29])[CH2:17]1)[C:2]1[CH:7]=[CH:6][CH:5]=[CH:4][CH:3]=1.[CH:30]([NH:33][C:34](=[O:37])[CH:35]=[CH2:36])([CH3:32])[CH3:31].C(N(CC)CC)C.